This data is from Forward reaction prediction with 1.9M reactions from USPTO patents (1976-2016). The task is: Predict the product of the given reaction. Given the reactants [F:1][C:2]1[CH:7]=[CH:6][C:5]([C:8](=[O:10])[CH3:9])=[C:4]([OH:11])[CH:3]=1.Br[CH2:13][CH:14]=[CH2:15].C(=O)([O-])[O-].[K+].[K+], predict the reaction product. The product is: [CH2:15]([O:11][C:4]1[CH:3]=[C:2]([F:1])[CH:7]=[CH:6][C:5]=1[C:8](=[O:10])[CH3:9])[CH:14]=[CH2:13].